Dataset: Catalyst prediction with 721,799 reactions and 888 catalyst types from USPTO. Task: Predict which catalyst facilitates the given reaction. (1) Product: [NH2:1][C:2]1[C:7]([C:8]#[N:9])=[C:6]([NH:10][C@H:11]([C:13]2[N:14]([CH:33]3[CH2:37][CH2:36][CH2:35][CH2:34]3)[C:15]3[CH:21]=[CH:20][CH:19]=[C:18]([S:22]([CH3:25])(=[O:24])=[O:23])[C:16]=3[N:17]=2)[CH3:12])[N:5]=[CH:4][N:3]=1. Reactant: [NH2:1][C:2]1[C:7]([C:8]#[N:9])=[C:6]([NH:10][C@H:11]([C:13]2[NH:17][C:16]3[C:18]([S:22]([CH3:25])(=[O:24])=[O:23])=[CH:19][CH:20]=[CH:21][C:15]=3[N:14]=2)[CH3:12])[N:5]=[CH:4][N:3]=1.C(=O)([O-])[O-].[Cs+].[Cs+].Br[CH:33]1[CH2:37][CH2:36][CH2:35][CH2:34]1. The catalyst class is: 3. (2) Reactant: C(N[CH:5]([CH3:7])[CH3:6])(C)C.C(=O)=O.[CH3:11][C:12](C)=O.C([Li])CCC.[Li+].CC([N-]C(C)C)C.[OH:28][C@@H:29]([CH3:35])[CH2:30][C:31]([O:33][CH3:34])=[O:32].BrCC=C(C)C.COCCOC. Product: [OH:28][C@H:29]([C@H:30]([CH2:11][CH:12]=[C:5]([CH3:6])[CH3:7])[C:31]([O:33][CH3:34])=[O:32])[CH3:35]. The catalyst class is: 1. (3) Reactant: Br[C:2]1[C:3]([CH3:9])=[CH:4][C:5]([NH2:8])=[N:6][CH:7]=1.[C:10]([Cu])#[N:11].C(N)CN. Product: [NH2:8][C:5]1[CH:4]=[C:3]([CH3:9])[C:2]([C:10]#[N:11])=[CH:7][N:6]=1. The catalyst class is: 44. (4) Reactant: [Cl:1][C:2]1[CH:3]=[C:4]([C:8]2([CH:12]3[C:21]4[C:16](=[CH:17][CH:18]=[C:19]([O:22][CH2:23][CH2:24][NH:25][S:26]([CH2:29][CH2:30][CH3:31])(=[O:28])=[O:27])[CH:20]=4)[CH2:15][CH2:14][NH:13]3)[CH2:11][CH2:10][CH2:9]2)[CH:5]=[CH:6][CH:7]=1.[CH2:32]([N:34](CC)CC)[CH3:33].BrCC#N. Product: [Cl:1][C:2]1[CH:3]=[C:4]([C:8]2([CH:12]3[C:21]4[C:16](=[CH:17][CH:18]=[C:19]([O:22][CH2:23][CH2:24][NH:25][S:26]([CH2:29][CH2:30][CH3:31])(=[O:28])=[O:27])[CH:20]=4)[CH2:15][CH2:14][N:13]3[CH2:33][C:32]#[N:34])[CH2:9][CH2:10][CH2:11]2)[CH:5]=[CH:6][CH:7]=1. The catalyst class is: 4. (5) Reactant: [NH2:1][C:2]1[N:7]=[CH:6][C:5]([C:8]2[CH:9]=[N:10][N:11]([CH2:13][CH:14]3[CH2:16][CH:15]3[C:17]([O:19]CC)=[O:18])[CH:12]=2)=[CH:4][C:3]=1[O:22][CH:23]([C:25]1[C:30]([Cl:31])=[CH:29][CH:28]=[C:27]([F:32])[C:26]=1[Cl:33])[CH3:24].[OH-].[Na+]. Product: [NH2:1][C:2]1[N:7]=[CH:6][C:5]([C:8]2[CH:9]=[N:10][N:11]([CH2:13][CH:14]3[CH2:16][CH:15]3[C:17]([OH:19])=[O:18])[CH:12]=2)=[CH:4][C:3]=1[O:22][CH:23]([C:25]1[C:30]([Cl:31])=[CH:29][CH:28]=[C:27]([F:32])[C:26]=1[Cl:33])[CH3:24]. The catalyst class is: 5. (6) Reactant: [CH3:1][O:2][C:3]1[CH:8]=[CH:7][C:6]([C:9]2([C:25]3[CH:30]=[CH:29][C:28]([O:31][CH3:32])=[CH:27][CH:26]=3)[CH2:14][CH2:13][CH2:12][N:11]([CH2:15][C:16]3[CH:17]=[C:18]([CH:22]=[CH:23][CH:24]=3)C([O-])=O)[CH2:10]2)=[CH:5][CH:4]=1.[Li+].[NH:34]1[CH2:38][CH2:37][CH2:36][CH2:35]1.CCN(C(C)C)C(C)C.CN([C:51]([O:55]N1N=NC2C=CC=NC1=2)=[N+](C)C)C.F[P-](F)(F)(F)(F)F. Product: [CH3:1][O:2][C:3]1[CH:4]=[CH:5][C:6]([C:9]2([C:25]3[CH:26]=[CH:27][C:28]([O:31][CH3:32])=[CH:29][CH:30]=3)[CH2:14][CH2:13][CH2:12][N:11]([CH2:15][C:16]3[CH:24]=[C:23]([CH:35]4[CH2:36][CH2:37][CH2:38][N:34]4[CH:51]=[O:55])[CH:22]=[CH:18][CH:17]=3)[CH2:10]2)=[CH:7][CH:8]=1. The catalyst class is: 16. (7) Reactant: C(OC(=O)[NH:7][CH2:8][C:9]1[CH:38]=[CH:37][C:12]2[N:13]([CH2:32][CH2:33][CH:34]([CH3:36])[CH3:35])[C:14]([CH2:16][N:17]3[C:26]4[C:21](=[CH:22][CH:23]=[CH:24][CH:25]=4)[C:20](=[O:27])[N:19]([CH:28]4[CH2:30][CH2:29]4)[C:18]3=[O:31])=[N:15][C:11]=2[CH:10]=1)(C)(C)C.C1(OC)C=CC=CC=1.C(O)(C(F)(F)F)=O.C(Cl)(=O)C. Product: [NH2:7][CH2:8][C:9]1[CH:38]=[CH:37][C:12]2[N:13]([CH2:32][CH2:33][CH:34]([CH3:35])[CH3:36])[C:14]([CH2:16][N:17]3[C:26]4[C:21](=[CH:22][CH:23]=[CH:24][CH:25]=4)[C:20](=[O:27])[N:19]([CH:28]4[CH2:29][CH2:30]4)[C:18]3=[O:31])=[N:15][C:11]=2[CH:10]=1. The catalyst class is: 2. (8) Reactant: [NH2:1][C:2]1[CH:3]=[C:4]([CH:8]=[C:9]([O:11][CH3:12])[CH:10]=1)[C:5]([OH:7])=O.[CH3:13][O:14][CH2:15][CH2:16][O:17][CH2:18][CH2:19][O:20][CH2:21][CH2:22][NH2:23].C(P1(=O)OP(CCC)(=O)OP(CCC)(=O)O1)CC.C([O-])(O)=O.[Na+]. Product: [NH2:1][C:2]1[CH:3]=[C:4]([CH:8]=[C:9]([O:11][CH3:12])[CH:10]=1)[C:5]([NH:23][CH2:22][CH2:21][O:20][CH2:19][CH2:18][O:17][CH2:16][CH2:15][O:14][CH3:13])=[O:7]. The catalyst class is: 13. (9) Reactant: [F:1][CH2:2][CH:3]([OH:11])[CH2:4][C:5]1[CH:10]=[CH:9][CH:8]=[CH:7][CH:6]=1.C(N(CC)CC)C.[CH3:19][S:20](Cl)(=[O:22])=[O:21].O. Product: [CH3:19][S:20]([O:11][CH:3]([CH2:2][F:1])[CH2:4][C:5]1[CH:6]=[CH:7][CH:8]=[CH:9][CH:10]=1)(=[O:22])=[O:21]. The catalyst class is: 2. (10) Reactant: [CH:1]1([C:6](Cl)=[O:7])[CH2:5][CH2:4][CH2:3][CH2:2]1.[Si](C=[N+]=[N-])(C)(C)[CH3:10].[ClH:16].O1CCOCC1. Product: [Cl:16][CH2:10][C:6]([CH:1]1[CH2:5][CH2:4][CH2:3][CH2:2]1)=[O:7]. The catalyst class is: 1.